From a dataset of Reaction yield outcomes from USPTO patents with 853,638 reactions. Predict the reaction yield, written as a fraction of the theoretical maximum amount of product (1.0 means a 100% yield; for example, 0.34 means a 34% yield). (1) The catalyst is O=[Mn]=O.C(Cl)Cl. The yield is 0.980. The reactants are [F:1][C:2]1[CH:7]=[CH:6][C:5]([CH:8]([C:10]2[C:19]([N+:20]([O-:22])=[O:21])=[C:18]3[C:13]([CH:14]=[CH:15][CH:16]=[N:17]3)=[CH:12][CH:11]=2)[OH:9])=[CH:4][CH:3]=1. The product is [F:1][C:2]1[CH:3]=[CH:4][C:5]([C:8]([C:10]2[C:19]([N+:20]([O-:22])=[O:21])=[C:18]3[C:13]([CH:14]=[CH:15][CH:16]=[N:17]3)=[CH:12][CH:11]=2)=[O:9])=[CH:6][CH:7]=1. (2) The reactants are [Br:1][C:2]1[C:7]2=[N:8][C:9]([C:12]([OH:14])=O)=[CH:10][N:11]=[C:6]2[CH:5]=[N:4][CH:3]=1.[CH3:15][C:16]([NH2:19])([CH3:18])[CH3:17].C(N(CC)CC)C.F[P-](F)(F)(F)(F)F.C[N+](C)=C(N(C)C)O. The catalyst is CN(C)C=O. The product is [Br:1][C:2]1[C:7]2=[N:8][C:9]([C:12]([NH:19][C:16]([CH3:18])([CH3:17])[CH3:15])=[O:14])=[CH:10][N:11]=[C:6]2[CH:5]=[N:4][CH:3]=1. The yield is 0.640. (3) The reactants are [CH2:1]([O:9][C:10]1[CH:15]=[CH:14][C:13]([N:16]2[CH2:21][CH2:20][N:19](C(OC(C)(C)C)=O)[CH2:18][CH2:17]2)=[CH:12][CH:11]=1)[CH2:2][CH2:3][CH2:4][CH2:5][CH2:6][CH2:7][CH3:8].Cl. The catalyst is C(Cl)Cl.CC(=O)OCC. The product is [CH2:1]([O:9][C:10]1[CH:11]=[CH:12][C:13]([N:16]2[CH2:21][CH2:20][NH:19][CH2:18][CH2:17]2)=[CH:14][CH:15]=1)[CH2:2][CH2:3][CH2:4][CH2:5][CH2:6][CH2:7][CH3:8]. The yield is 0.800. (4) The reactants are [CH2:1]([O:5][C:6]1[CH:11]=[CH:10][C:9]([CH2:12][CH2:13][C:14](OCC)=[O:15])=[C:8]([O:19][C:20]2[C:25]([Cl:26])=[CH:24][C:23]([C:27]([F:30])([F:29])[F:28])=[CH:22][N:21]=2)[CH:7]=1)[CH2:2][CH2:3][CH3:4].[H-].C([Al+]CC(C)C)C(C)C.CO.O. The catalyst is C(OCC)C.C1(C)C=CC=CC=1. The product is [CH2:1]([O:5][C:6]1[CH:11]=[CH:10][C:9]([CH2:12][CH2:13][CH2:14][OH:15])=[C:8]([O:19][C:20]2[C:25]([Cl:26])=[CH:24][C:23]([C:27]([F:30])([F:29])[F:28])=[CH:22][N:21]=2)[CH:7]=1)[CH2:2][CH2:3][CH3:4]. The yield is 0.690. (5) The reactants are C([O:3][CH2:4][CH2:5][O:6][NH:7][C:8]([C:10]1[CH:15]=[CH:14][C:13](=[O:16])[N:12]([CH3:17])[C:11]=1[NH:18][C:19]1[CH:24]=[CH:23][C:22]([Br:25])=[CH:21][C:20]=1[F:26])=[O:9])=C.BrC1C=CC(NC2N(C)C(=O)C=CC=2C(O)=O)=C(F)C=1.C(OCCON)=C. No catalyst specified. The product is [OH:3][CH2:4][CH2:5][O:6][NH:7][C:8]([C:10]1[CH:15]=[CH:14][C:13](=[O:16])[N:12]([CH3:17])[C:11]=1[NH:18][C:19]1[CH:24]=[CH:23][C:22]([Br:25])=[CH:21][C:20]=1[F:26])=[O:9]. The yield is 0.600. (6) The reactants are Br.[N:2]1[CH:7]=[CH:6][CH:5]=[C:4]([O:8][C:9]2[CH:14]=[CH:13][C:12]([C:15]3[O:19][C:18]([NH2:20])=[N:17][N:16]=3)=[CH:11][CH:10]=2)[CH:3]=1.[F:21][C:22]1[CH:30]=[CH:29][C:25]([C:26](Cl)=[O:27])=[CH:24][C:23]=1[C:31]([F:34])([F:33])[F:32]. The catalyst is N1C=CC=CC=1.CO. The product is [F:21][C:22]1[CH:30]=[CH:29][C:25]([C:26]([NH:20][C:18]2[O:19][C:15]([C:12]3[CH:11]=[CH:10][C:9]([O:8][C:4]4[CH:3]=[N:2][CH:7]=[CH:6][CH:5]=4)=[CH:14][CH:13]=3)=[N:16][N:17]=2)=[O:27])=[CH:24][C:23]=1[C:31]([F:32])([F:33])[F:34]. The yield is 0.473. (7) The reactants are [Cl:1][C:2]1[CH:3]=[CH:4][C:5]([F:37])=[C:6]([NH:8][C:9]2[N:14]3[N:15]=[CH:16][C:17]([S:18]([NH2:21])(=[O:20])=[O:19])=[C:13]3[N:12]=[CH:11][C:10]=2[C:22]([N:24]2[CH2:29][CH2:28][CH:27]([C:30]3[CH:35]=[CH:34][C:33]([F:36])=[CH:32][CH:31]=3)[CH2:26][CH2:25]2)=[O:23])[CH:7]=1.[C:38](O)(=[O:40])[CH3:39]. No catalyst specified. The product is [Cl:1][C:2]1[CH:3]=[CH:4][C:5]([F:37])=[C:6]([NH:8][C:9]2[N:14]3[N:15]=[CH:16][C:17]([S:18]([NH:21][C:38](=[O:40])[CH3:39])(=[O:19])=[O:20])=[C:13]3[N:12]=[CH:11][C:10]=2[C:22]([N:24]2[CH2:25][CH2:26][CH:27]([C:30]3[CH:31]=[CH:32][C:33]([F:36])=[CH:34][CH:35]=3)[CH2:28][CH2:29]2)=[O:23])[CH:7]=1. The yield is 0.870.